Dataset: Forward reaction prediction with 1.9M reactions from USPTO patents (1976-2016). Task: Predict the product of the given reaction. (1) Given the reactants [Br:1][C:2]1[CH:3]=[C:4]2[C:9](=[CH:10][CH:11]=1)[N:8]=[C:7](Cl)[CH:6]=[CH:5]2.[N-:13]=[N+:14]=[N-:15].[Na+], predict the reaction product. The product is: [Br:1][C:2]1[CH:3]=[C:4]2[C:9](=[CH:10][CH:11]=1)[N:8]1[N:13]=[N:14][N:15]=[C:7]1[CH:6]=[CH:5]2. (2) Given the reactants [CH3:1][C:2]1[N:10]=[CH:9][CH:8]=[CH:7][C:3]=1[C:4]([OH:6])=O.[H-].[Na+].ClC(OCC)=O.[C:19]([O:27][CH2:28][CH3:29])(=[O:26])[CH2:20][C:21]([O:23][CH2:24][CH3:25])=[O:22], predict the reaction product. The product is: [CH2:24]([O:23][C:21](=[O:22])[CH:20]([C:4]([C:3]1[C:2]([CH3:1])=[N:10][CH:9]=[CH:8][CH:7]=1)=[O:6])[C:19]([O:27][CH2:28][CH3:29])=[O:26])[CH3:25]. (3) The product is: [N+:20]([C:17]1[CH:18]=[CH:19][C:14]([S:1][CH:2]2[CH2:7][CH2:6][CH:5]([C:8]([O:10][CH3:24])=[O:9])[CH2:4][CH2:3]2)=[CH:15][CH:16]=1)([O-:22])=[O:21]. Given the reactants [SH:1][C@@H:2]1[CH2:7][CH2:6][C@H:5]([C:8]([OH:10])=[O:9])[CH2:4][CH2:3]1.[H-].[Na+].F[C:14]1[CH:19]=[CH:18][C:17]([N+:20]([O-:22])=[O:21])=[CH:16][CH:15]=1.Cl.[CH3:24]CCC(C)C.C[Si](C=[N+]=[N-])(C)C, predict the reaction product.